Dataset: Peptide-MHC class II binding affinity with 134,281 pairs from IEDB. Task: Regression. Given a peptide amino acid sequence and an MHC pseudo amino acid sequence, predict their binding affinity value. This is MHC class II binding data. (1) The peptide sequence is LQFAKLTGFTLMGKG. The MHC is HLA-DPA10201-DPB10101 with pseudo-sequence HLA-DPA10201-DPB10101. The binding affinity (normalized) is 0.566. (2) The MHC is HLA-DPA10103-DPB10401 with pseudo-sequence HLA-DPA10103-DPB10401. The peptide sequence is ARILRQLATPISVII. The binding affinity (normalized) is 0.594. (3) The peptide sequence is RKGVLFNIQYVNYWF. The MHC is HLA-DPA10103-DPB10301 with pseudo-sequence HLA-DPA10103-DPB10301. The binding affinity (normalized) is 0.424. (4) The peptide sequence is TALTIAYLVGSNMTQ. The MHC is H-2-IAd with pseudo-sequence H-2-IAd. The binding affinity (normalized) is 0.573. (5) The peptide sequence is NVSHIQSAVVCGRRH. The MHC is DRB1_0701 with pseudo-sequence DRB1_0701. The binding affinity (normalized) is 0.573. (6) The MHC is DRB1_0101 with pseudo-sequence DRB1_0101. The binding affinity (normalized) is 0.307. The peptide sequence is HPQDGDALTLRTATN.